Dataset: Full USPTO retrosynthesis dataset with 1.9M reactions from patents (1976-2016). Task: Predict the reactants needed to synthesize the given product. Given the product [C:23]([O:22][C:20](=[O:21])[C@@H:19]([N:18]1[C@H:17]([C:27]2[CH:32]=[CH:31][CH:30]=[CH:29][CH:28]=2)[CH2:16][O:15][CH:14]1[CH:1]([C:2]1[CH:7]=[CH:6][CH:5]=[CH:4][CH:3]=1)[C:8]1[CH:9]=[CH:10][CH:11]=[CH:12][CH:13]=1)[C@@H:41]([OH:45])[CH:42]([CH3:44])[CH3:43])([CH3:26])([CH3:24])[CH3:25], predict the reactants needed to synthesize it. The reactants are: [CH:1]([CH:14]1[N:18]([CH2:19][C:20]([O:22][C:23]([CH3:26])([CH3:25])[CH3:24])=[O:21])[C@H:17]([C:27]2[CH:32]=[CH:31][CH:30]=[CH:29][CH:28]=2)[CH2:16][O:15]1)([C:8]1[CH:13]=[CH:12][CH:11]=[CH:10][CH:9]=1)[C:2]1[CH:7]=[CH:6][CH:5]=[CH:4][CH:3]=1.C([N-]C(C)C)(C)C.[Li+].[CH:41](=[O:45])[CH:42]([CH3:44])[CH3:43].C(=O)(O)[O-].[Na+].